From a dataset of Catalyst prediction with 721,799 reactions and 888 catalyst types from USPTO. Predict which catalyst facilitates the given reaction. (1) Reactant: [NH2:1][C:2]1[N:3]=[C:4]([CH3:13])[CH:5]=[C:6]([CH:12]=1)[C:7]([O:9][CH2:10][CH3:11])=[O:8].[Cl:14]N1C(=O)CCC1=O.C(=O)([O-])O.[Na+]. Product: [NH2:1][C:2]1[N:3]=[C:4]([CH3:13])[C:5]([Cl:14])=[C:6]([CH:12]=1)[C:7]([O:9][CH2:10][CH3:11])=[O:8]. The catalyst class is: 3. (2) Reactant: [CH2:1]([C:8]1([C:14]([O:16][CH2:17][CH3:18])=[O:15])[CH2:13][CH2:12][NH:11][CH2:10][CH2:9]1)[C:2]1[CH:7]=[CH:6][CH:5]=[CH:4][CH:3]=1.CCN(C(C)C)C(C)C.[Br:28][C:29]1[CH:30]=[N:31][C:32](Cl)=[N:33][CH:34]=1.CCCCCC. Product: [CH2:1]([C:8]1([C:14]([O:16][CH2:17][CH3:18])=[O:15])[CH2:9][CH2:10][N:11]([C:32]2[N:33]=[CH:34][C:29]([Br:28])=[CH:30][N:31]=2)[CH2:12][CH2:13]1)[C:2]1[CH:3]=[CH:4][CH:5]=[CH:6][CH:7]=1. The catalyst class is: 14.